Dataset: Experimentally validated miRNA-target interactions with 360,000+ pairs, plus equal number of negative samples. Task: Binary Classification. Given a miRNA mature sequence and a target amino acid sequence, predict their likelihood of interaction. (1) The miRNA is mmu-miR-199a-3p with sequence ACAGUAGUCUGCACAUUGGUUA. The protein sequence of the target gene is MYVWPCAVVLAQYLWFHRRSLPGKAILEIGAGVSLPGILAAKCGAEVILSDSSELPHCLEVCRQSCQMNNLPHLQVVGLTWGHISWDLLALPPQDIILASDVFFEPEDFEDILATIYFLMHKNPKVQLWSTYQVRSADWSLEALLYKWDMKCVHIPLESFDADKEDIAESTLPGRHTVEMLVISFAKDSL. Result: 0 (no interaction). (2) The miRNA is hsa-miR-936 with sequence ACAGUAGAGGGAGGAAUCGCAG. The protein sequence of the target gene is MFSVLSYGRLVARAVLGGLSQTDPRAGGGGGGGGGSSGDYGLVTAGCGFGKDFRKGLLKKGACYGDDACFVARHRSADVLGVADGVGGWRDYGVDPSQFSGTLMRTCERLVKEGRFVPSNPVGILTTSYCELLQNKVPLLGSSTACIVVLDRSSHRLHTANLGDSGFLVVRGGEVVHRSDEQQHYFNTPFQLSIAPPEAEGVVLSDSPDAADSTSFDVQLGDIILTATDGLFDNMPDYMILQELKKLKNSNYESIQRTARSIAEQAHELAYDPNYMSPFAQFACDNGLNVRGGKPDDITV.... Result: 0 (no interaction). (3) The miRNA is hsa-miR-4692 with sequence UCAGGCAGUGUGGGUAUCAGAU. The protein sequence of the target gene is MAVLGITVALLVWIATLLLVSIWKQIYRSWNLPPGPFPIPFFGNIFQLDLKDIPKSLTKLAKRFGPVFTLHLGQRRIVVLHGYKAVKEVLLNHKNEFSGRGDIPVFQEYKNKGIIFNNGPTWKDVRRFSLSILRDWGMGKQGNEARIQREAHFLVEELKKTKGQPFDPTFLIGCAPCNVIADILFNKRFDYDDKKCLELMSLFNENFYLLSTPWIQAYNYFSDYLQYLPGSHRKVMKNVSEIRQYTLGKAKEHLKSLDINCPRDVTDCLLIEMEKEKHSQEPMYTMENISVTLADLFFAG.... Result: 0 (no interaction). (4) The miRNA is mmu-miR-466k with sequence UGUGUGUGUACAUGUACAUGUGA. The protein sequence of the target gene is MNFLRRRLSDSSFVANLPNGYMPDLQRPESSSSSPASPATERRHPQPLAASFSSPGSSLFSSFSGAMKQTPQAPSGLMEPPTPVTPVVQRPRILLVIDDAHTDWSKYFHGKKVNGDIEIRVEQAEFSELNLAAYVTGGCMVDMQVVRNGTKIVRSFKPDFILVRQHAYSMALAEDYRSLVIGLQYGGLPAVNSLYSVYNFCSKPWVFSQLIKIFHSLGPEKFPLVEQTFFPNHKPMLTAPNFPVVIKLGHAHAGMGKIKVENQHDYQDITSVVAMAKTYATTEAFIDSKYDIRIQKIGSN.... Result: 1 (interaction). (5) The miRNA is hsa-miR-204-5p with sequence UUCCCUUUGUCAUCCUAUGCCU. The protein sequence of the target gene is MDPAEAVLQEKALKFMCSMPRSLWLGCSSLADSMPSLRCLYNPGTGALTAFQNSSEREDCNNGEPPRKIIPEKNSLRQTYNSCARLCINQETVCLTSTAMKTENCVAKAKLANGTSSMIVPKQRKLSASYEKEKELCVKYFEQWSESDQVEFVEHLISQMCHYQHGHINSYLKPMLQRDFITALPARGLDHIAENILSYLDAKSLCAAELVCKEWYRVTSDGMLWKKLIERMVRTDSLWRGLAERRGWGQYLFKNKPPDENAPPNSFYRALYPKIIQDIETIESNWRCGRHSLQRIHCRS.... Result: 0 (no interaction). (6) The miRNA is hsa-miR-124-3p with sequence UAAGGCACGCGGUGAAUGCCAA. The protein sequence of the target gene is MRVNEKYSTLPAEDRSVHIINICAIEDIGYLPSEGTLLNSLSVDPDAECKYGLYFRDGRRKVDYILVYHHKRPSGNRTLVRRVQHSDTPSGARSVKQDHPLPGKGASLDAGSGEPPMDYHEDDKRFRREEYEGNLLEAGLELERDEDTKIHGVGFVKIHAPWNVLCREAEFLKLKMPTKKMYHINETRGLLKKINSVLQKITDPIQPKVAEHRPQTMKRLSYPFSREKQHLFDLSDKDSFFDSKTRSTIVYEILKRTTCTKAKYSMGITSLLANGVYAAAYPLHDGDYNGENVEFNDRKL.... Result: 1 (interaction). (7) The protein sequence of the target gene is MSHARDDHQGASQGSQWLSQARTLVQEGTLFNFIRCLLLFQGDSGQKEMTPGKKIPIFVDGVVLNGPQTDVKAGEKFVEEACRLIMEEVVLKATDVNEKVCEWQPPEQLRQLLDLEMRDTGESQDKLLKLCQDVIHFSVKTNHPRFFNQLYAGLDYYSLAARIITEALNPSIYTYEVSPVFLLVEEAVLKKMIECVGWKEGDGIFNPGGSVSNMCAMNLARYRHCPDIKEKGLSGLPRLILFTSAECHYSMKKAASFLGIGTQNVYFVETDGRGKMIPEDLEKQIWQARQEGAVPFLVCA.... The miRNA is hsa-miR-4436a with sequence GCAGGACAGGCAGAAGUGGAU. Result: 0 (no interaction).